This data is from Forward reaction prediction with 1.9M reactions from USPTO patents (1976-2016). The task is: Predict the product of the given reaction. (1) Given the reactants [F:1][C:2]1[CH:38]=[CH:37][CH:36]=[CH:35][C:3]=1[CH2:4][N:5]([CH3:34])[C:6]([C:8]1[N:9]=[N:10][N:11]([CH2:19][C:20]2[CH:25]=[C:24]([C:26]([F:29])([F:28])[F:27])[CH:23]=[C:22]([C:30]([F:33])([F:32])[F:31])[CH:21]=2)[C:12]=1[C:13]1[CH:18]=[CH:17][CH:16]=[CH:15][CH:14]=1)=O.COC1C=CC(P2(SP(C3C=CC(OC)=CC=3)(=S)S2)=[S:48])=CC=1, predict the reaction product. The product is: [F:1][C:2]1[CH:38]=[CH:37][CH:36]=[CH:35][C:3]=1[CH2:4][N:5]([CH3:34])[C:6]([C:8]1[N:9]=[N:10][N:11]([CH2:19][C:20]2[CH:25]=[C:24]([C:26]([F:29])([F:28])[F:27])[CH:23]=[C:22]([C:30]([F:33])([F:32])[F:31])[CH:21]=2)[C:12]=1[C:13]1[CH:18]=[CH:17][CH:16]=[CH:15][CH:14]=1)=[S:48]. (2) The product is: [F:13][C:11]([F:14])([F:12])[C:10]([N:9]([CH2:16][CH2:17][S:18]([CH3:21])(=[O:20])=[O:19])[CH2:8][C:4]1[CH:5]=[CH:6][CH:7]=[C:2]([NH:1][C:34]2[N:39]=[C:38]([C:40]3[C:41]([C:49]4[CH:54]=[CH:53][CH:52]=[C:51]([NH:55][C:56](=[O:63])[CH2:57][C:58]5[S:59][CH:60]=[CH:61][CH:62]=5)[CH:50]=4)=[N:42][N:43]4[CH:48]=[CH:47][CH:46]=[CH:45][C:44]=34)[CH:37]=[CH:36][N:35]=2)[CH:3]=1)=[O:15]. Given the reactants [NH2:1][C:2]1[CH:3]=[C:4]([CH2:8][N:9]([CH2:16][CH2:17][S:18]([CH3:21])(=[O:20])=[O:19])[C:10](=[O:15])[C:11]([F:14])([F:13])[F:12])[CH:5]=[CH:6][CH:7]=1.O1C(C2C=C(N[C:34]3[N:39]=[C:38]([C:40]4[C:41]([C:49]5[CH:50]=[C:51]([NH:55][C:56](=[O:63])[CH2:57][C:58]6[S:59][CH:60]=[CH:61][CH:62]=6)[CH:52]=[CH:53][CH:54]=5)=[N:42][N:43]5[CH:48]=[CH:47][CH:46]=[CH:45][C:44]=45)[CH:37]=[CH:36][N:35]=3)C=CC=2)=CN=C1, predict the reaction product. (3) Given the reactants [O:1]1[C:5]2[C:6]([C:10]([CH3:21])([CH3:20])[CH2:11][C:12]([C:16]([F:19])([F:18])[F:17])([OH:15])CO)=[CH:7][CH:8]=[CH:9][C:4]=2[CH2:3][CH2:2]1, predict the reaction product. The product is: [O:1]1[C:5]2[C:6]([C:10]([CH3:21])([CH3:20])[CH2:11][C:12](=[O:15])[C:16]([F:18])([F:19])[F:17])=[CH:7][CH:8]=[CH:9][C:4]=2[CH2:3][CH2:2]1. (4) Given the reactants Cl[C:2]1[CH:9]=[CH:8][C:5]([C:6]#[N:7])=[CH:4][N:3]=1.[CH3:10][C:11]1[C:15](B(O)O)=[CH:14][N:13]([C:19]([C:32]2[CH:37]=[CH:36][CH:35]=[CH:34][CH:33]=2)([C:26]2[CH:31]=[CH:30][CH:29]=[CH:28][CH:27]=2)[C:20]2[CH:25]=[CH:24][CH:23]=[CH:22][CH:21]=2)[N:12]=1.C(=O)([O-])[O-].[Na+].[Na+], predict the reaction product. The product is: [CH3:10][C:11]1[C:15]([C:2]2[CH:9]=[CH:8][C:5]([C:6]#[N:7])=[CH:4][N:3]=2)=[CH:14][N:13]([C:19]([C:20]2[CH:25]=[CH:24][CH:23]=[CH:22][CH:21]=2)([C:26]2[CH:27]=[CH:28][CH:29]=[CH:30][CH:31]=2)[C:32]2[CH:37]=[CH:36][CH:35]=[CH:34][CH:33]=2)[N:12]=1. (5) Given the reactants [CH3:1][C:2]1[CH:3]=[N:4][NH:5][C:6]=1[C:7]([O:9][CH3:10])=[O:8].[C:11](=O)([O-])[O-].[Cs+].[Cs+].CI, predict the reaction product. The product is: [CH3:11][N:5]1[C:6]([C:7]([O:9][CH3:10])=[O:8])=[C:2]([CH3:1])[CH:3]=[N:4]1. (6) Given the reactants Cl[C:2]1[C:7]([N+:8]([O-:10])=[O:9])=[CH:6][C:5]([C:11]([F:14])([F:13])[F:12])=[CH:4][N:3]=1.[OH-].[Na+].O.C(OCC)(=O)C.[CH:24]([C:36]([O:38][CH2:39][CH3:40])=[O:37])([C:31]([O:33][CH2:34][CH3:35])=[O:32])[CH2:25][C:26]([O:28][CH2:29][CH3:30])=[O:27], predict the reaction product. The product is: [N+:8]([C:7]1[C:2]([C:24]([C:36]([O:38][CH2:39][CH3:40])=[O:37])([C:31]([O:33][CH2:34][CH3:35])=[O:32])[CH2:25][C:26]([O:28][CH2:29][CH3:30])=[O:27])=[N:3][CH:4]=[C:5]([C:11]([F:14])([F:13])[F:12])[CH:6]=1)([O-:10])=[O:9].